Dataset: Forward reaction prediction with 1.9M reactions from USPTO patents (1976-2016). Task: Predict the product of the given reaction. Given the reactants [Cl:1][C:2]1[C:3]([O:8][CH:9]([CH3:11])[CH3:10])=[N:4][CH:5]=[CH:6][CH:7]=1.[CH3:12][C:13]1([CH3:29])[C:17]([CH3:19])([CH3:18])[O:16][B:15]([B:15]2[O:16][C:17]([CH3:19])([CH3:18])[C:13]([CH3:29])([CH3:12])[O:14]2)[O:14]1.C(C1C=CN=C(C2C=C(C(C)(C)C)C=CN=2)C=1)(C)(C)C, predict the reaction product. The product is: [Cl:1][C:2]1[C:3]([O:8][CH:9]([CH3:11])[CH3:10])=[N:4][CH:5]=[C:6]([B:15]2[O:16][C:17]([CH3:19])([CH3:18])[C:13]([CH3:29])([CH3:12])[O:14]2)[CH:7]=1.